From a dataset of Peptide-MHC class II binding affinity with 134,281 pairs from IEDB. Regression. Given a peptide amino acid sequence and an MHC pseudo amino acid sequence, predict their binding affinity value. This is MHC class II binding data. The peptide sequence is EHAFYLDWAVHSFRI. The MHC is HLA-DPA10103-DPB10401 with pseudo-sequence HLA-DPA10103-DPB10401. The binding affinity (normalized) is 0.390.